This data is from Reaction yield outcomes from USPTO patents with 853,638 reactions. The task is: Predict the reaction yield, written as a fraction of the theoretical maximum amount of product (1.0 means a 100% yield; for example, 0.34 means a 34% yield). (1) The reactants are [CH3:1][CH2:2][C@H:3]1[O:18][C:16](=[O:17])[C@H:15]([CH3:19])[C@@H:14]([O:20][C@@H:21]2[O:26][C@@H:25]([CH3:27])[C@H:24]([OH:28])[C@@:23]([O:30][CH3:31])([CH3:29])[CH2:22]2)[C@H:13]([CH3:32])[C@@H:12]([O:33][C@@H:34]2[O:39][C@H:38]([CH3:40])[CH2:37][C@H:36]([N:41](C)[CH3:42])[C@H:35]2[OH:44])[C@@:11]([OH:46])([CH3:45])[CH2:10][C@@H:9]([CH3:47])[CH2:8][N:7]([CH3:48])[C@H:6]([CH3:49])[C@@H:5]([OH:50])[C@@:4]1([OH:52])[CH3:51].C([O-])(=O)C.[Na+].II.[OH-].[Na+].[NH4+].[OH-]. The catalyst is CO.O. The product is [CH3:1][CH2:2][C@H:3]1[O:18][C:16](=[O:17])[C@H:15]([CH3:19])[C@@H:14]([O:20][C@@H:21]2[O:26][C@@H:25]([CH3:27])[C@H:24]([OH:28])[C@@:23]([O:30][CH3:31])([CH3:29])[CH2:22]2)[C@H:13]([CH3:32])[C@@H:12]([O:33][C@@H:34]2[O:39][C@H:38]([CH3:40])[CH2:37][C@H:36]([NH:41][CH3:42])[C@H:35]2[OH:44])[C@@:11]([OH:46])([CH3:45])[CH2:10][C@@H:9]([CH3:47])[CH2:8][N:7]([CH3:48])[C@H:6]([CH3:49])[C@@H:5]([OH:50])[C@@:4]1([OH:52])[CH3:51]. The yield is 0.550. (2) The reactants are Cl.Cl.[NH2:3][CH2:4][C@@:5]1([OH:13])[CH:10]2[CH2:11][CH2:12][N:7]([CH2:8][CH2:9]2)[CH2:6]1.C([O-])([O-])=O.[Cs+].[Cs+].[N:20]([C:23]1[CH:28]=[C:27]([O:29][CH3:30])[N:26]=[CH:25][N:24]=1)=[C:21]=S.C(N=C=NC(C)C)(C)C. The catalyst is CN(C)C=O. The product is [CH3:30][O:29][C:27]1[N:26]=[CH:25][N:24]=[C:23]([NH:20][C:21]2[O:13][C@:5]3([CH2:4][N:3]=2)[CH:10]2[CH2:9][CH2:8][N:7]([CH2:12][CH2:11]2)[CH2:6]3)[CH:28]=1. The yield is 0.482.